Dataset: Catalyst prediction with 721,799 reactions and 888 catalyst types from USPTO. Task: Predict which catalyst facilitates the given reaction. (1) Reactant: F[C:2](F)(F)[C:3](O)=O.Br[C:9]1[N:14]=[C:13]2[N:15]([CH2:19][C:20]([N:22]3[CH2:27][CH2:26][O:25][CH2:24][CH2:23]3)=[O:21])[C:16](=[O:18])[NH:17][C:12]2=[N:11][CH:10]=1.BrC1[N:34]=[C:33]2[N:35](CC(O)=O)[C:36](=O)[NH:37]C2=NC=1.C(N1[CH:54]=[CH:53]N=C1)(N1C=CN=C1)=O.N1CCO[CH2:57][CH2:56]1. Product: [N:37]1[N:34]=[C:33]([C:3]2[CH:2]=[CH:54][C:53]([C:9]3[N:14]=[C:13]4[N:15]([CH2:19][C:20]([N:22]5[CH2:27][CH2:26][O:25][CH2:24][CH2:23]5)=[O:21])[C:16](=[O:18])[NH:17][C:12]4=[N:11][CH:10]=3)=[CH:57][CH:56]=2)[NH:35][CH:36]=1. The catalyst class is: 85. (2) Reactant: [NH2:1][CH2:2][C:3]1[CH:28]=[CH:27][CH:26]=[CH:25][C:4]=1[CH2:5][O:6][C:7]1[N:12]=[CH:11][N:10]([CH2:13][C:14]2[CH:19]=[CH:18][C:17]([O:20][CH3:21])=[CH:16][CH:15]=2)[C:9](=[O:22])[C:8]=1[CH2:23][CH3:24].C(C1C=C(NC(NCC2C=CC=CC=2COC2N=CN(CC3C=CC(OC)=CC=3)C(=O)C=2CC)=O)N(C2C=CC(C)=CC=2)N=1)(C)(C)C.C(N(CC)CC)C.[C:83]([C:87]1[CH:91]=[C:90]([NH:92][C:93](=O)[O:94]C2C=CC([N+]([O-])=O)=CC=2)[N:89]([C:105]2[CH:110]=[CH:109][CH:108]=[C:107]([O:111][CH3:112])[CH:106]=2)[N:88]=1)([CH3:86])([CH3:85])[CH3:84].BrC1C(=O)N(CC2C=CC(OC)=CC=2)C(C)=CC=1OCC1C=CC=CC=1CNC(NC1N(C2C=CC=C(OC)C=2)N=C(C(C)(C)C)C=1)=O. Product: [C:83]([C:87]1[CH:91]=[C:90]([NH:92][C:93]([NH:1][CH2:2][C:3]2[CH:28]=[CH:27][CH:26]=[CH:25][C:4]=2[CH2:5][O:6][C:7]2[N:12]=[CH:11][N:10]([CH2:13][C:14]3[CH:19]=[CH:18][C:17]([O:20][CH3:21])=[CH:16][CH:15]=3)[C:9](=[O:22])[C:8]=2[CH2:23][CH3:24])=[O:94])[N:89]([C:105]2[CH:110]=[CH:109][CH:108]=[C:107]([O:111][CH3:112])[CH:106]=2)[N:88]=1)([CH3:86])([CH3:84])[CH3:85]. The catalyst class is: 2. (3) Reactant: [O:1]=[C:2]1[C:10]2[CH:9]=[C:8]3[O:11][CH2:12][O:13][C:7]3=[CH:6][C:5]=2[C:4](=[O:14])[N:3]1[CH2:15][CH2:16][CH:17]1[CH2:22][CH2:21][N:20]([C:23]([O:25][C:26]([CH3:29])([CH3:28])[CH3:27])=[O:24])[CH2:19][CH2:18]1.CO.O1CCCC1.[BH4-].[Na+]. Product: [OH:14][CH:4]1[C:5]2[CH:6]=[C:7]3[O:13][CH2:12][O:11][C:8]3=[CH:9][C:10]=2[C:2](=[O:1])[N:3]1[CH2:15][CH2:16][CH:17]1[CH2:22][CH2:21][N:20]([C:23]([O:25][C:26]([CH3:29])([CH3:28])[CH3:27])=[O:24])[CH2:19][CH2:18]1. The catalyst class is: 6. (4) Reactant: [CH3:1][CH:2]1[CH2:7][NH:6][CH2:5][CH2:4][NH:3]1.Cl[C:9]([O:11][CH2:12][C:13]1[CH:18]=[CH:17][CH:16]=[CH:15][CH:14]=1)=[O:10]. Product: [CH3:1][CH:2]1[NH:3][CH2:4][CH2:5][N:6]([C:9]([O:11][CH2:12][C:13]2[CH:18]=[CH:17][CH:16]=[CH:15][CH:14]=2)=[O:10])[CH2:7]1. The catalyst class is: 4. (5) Reactant: [N+:1]([C:4]1[CH:13]=[CH:12][C:11]2[C:6](=[CH:7][C:8]([N+:14]([O-])=O)=[CH:9][CH:10]=2)[CH:5]=1)([O-])=O.Cl.[Sn](Cl)Cl.[OH-].[Na+]. Product: [CH:5]1[C:6]2[C:11](=[CH:10][CH:9]=[C:8]([NH2:14])[CH:7]=2)[CH:12]=[CH:13][C:4]=1[NH2:1]. The catalyst class is: 8.